From a dataset of Human liver microsome stability data. Regression/Classification. Given a drug SMILES string, predict its absorption, distribution, metabolism, or excretion properties. Task type varies by dataset: regression for continuous measurements (e.g., permeability, clearance, half-life) or binary classification for categorical outcomes (e.g., BBB penetration, CYP inhibition). Dataset: hlm. (1) The compound is NC(=O)COc1ccc2c(c1)S(=O)(=O)NC(c1c(O)c(-c3nccs3)nn(CC3CCC3)c1=O)=N2. The result is 0 (unstable in human liver microsomes). (2) The compound is Clc1ccc2c(NCCCNCc3cccnc3)ccnc2c1. The result is 0 (unstable in human liver microsomes). (3) The molecule is O=C(Nc1cc2ccnc(O)c2cc1Cl)[C@@H]1CCNC1. The result is 0 (unstable in human liver microsomes). (4) The drug is Cc1c[nH]c2ncnc(-c3ccc(NC(=O)Nc4cccc(C(=O)NC(C)C)c4)cc3)c12. The result is 0 (unstable in human liver microsomes). (5) The compound is COC(=O)C(C)(C)C(c1ccc(Nc2ccc3ccccc3c2)cc1)n1cncn1. The result is 0 (unstable in human liver microsomes). (6) The drug is CC(C)(C)c1cc(NC(=O)[C@@H]2CCCN2CC2CC2)no1. The result is 1 (stable in human liver microsomes). (7) The compound is OCCCCCNc1nnc(-c2ccc(F)c(F)c2Nc2ccc(I)cc2F)o1. The result is 0 (unstable in human liver microsomes).